Predict the reaction yield, written as a fraction of the theoretical maximum amount of product (1.0 means a 100% yield; for example, 0.34 means a 34% yield). From a dataset of Reaction yield outcomes from USPTO patents with 853,638 reactions. (1) The reactants are [C:1]([CH2:3][CH2:4][C:5]([CH2:16][CH2:17][C:18]#[N:19])([C:11]([O:13]CC)=[O:12])[C:6]([O:8]CC)=[O:7])#[N:2].C[N+](C)(C)C.[OH-].Cl. No catalyst specified. The product is [C:18]([CH2:17][CH2:16][C:5]([CH2:4][CH2:3][C:1]#[N:2])([C:11]([OH:13])=[O:12])[C:6]([OH:8])=[O:7])#[N:19]. The yield is 0.158. (2) The product is [CH3:20][CH:19]1[CH2:18][N:17]([CH2:21][C:22]2[CH:27]=[CH:26][C:25]([O:28][C:29]([F:31])([F:30])[F:32])=[CH:24][CH:23]=2)[CH2:16][CH:15]([CH3:33])[N:14]1[S:11]([C:9]1[CH:8]=[CH:7][C:6]([CH3:34])=[C:5]([CH2:4][C:3]([OH:35])=[O:2])[CH:10]=1)(=[O:13])=[O:12]. The yield is 0.500. The reactants are C[O:2][C:3](=[O:35])[CH2:4][C:5]1[CH:10]=[C:9]([S:11]([N:14]2[CH:19]([CH3:20])[CH2:18][N:17]([CH2:21][C:22]3[CH:27]=[CH:26][C:25]([O:28][C:29]([F:32])([F:31])[F:30])=[CH:24][CH:23]=3)[CH2:16][CH:15]2[CH3:33])(=[O:13])=[O:12])[CH:8]=[CH:7][C:6]=1[CH3:34].[Li+].[OH-]. The catalyst is C1COCC1.CO. (3) The reactants are [CH2:1]([C@H:3]1[C@H:12]([CH3:13])[C@@H:11]([NH:14][C:15]2[N:20]=[CH:19][CH:18]=[CH:17][N:16]=2)[C:10]2[C:5](=[CH:6][CH:7]=[C:8]([C:21]3[CH2:22][CH2:23][NH:24][CH2:25][CH:26]=3)[CH:9]=2)[N:4]1[C:27](=[O:29])[CH3:28])[CH3:2].CCN(C(C)C)C(C)C.[C:39](Cl)(=[O:41])[CH3:40].Cl. The yield is 0.540. The catalyst is ClCCl.O. The product is [C:39]([N:24]1[CH2:23][CH:22]=[C:21]([C:8]2[CH:9]=[C:10]3[C:5](=[CH:6][CH:7]=2)[N:4]([C:27](=[O:29])[CH3:28])[C@@H:3]([CH2:1][CH3:2])[C@H:12]([CH3:13])[C@H:11]3[NH:14][C:15]2[N:20]=[CH:19][CH:18]=[CH:17][N:16]=2)[CH2:26][CH2:25]1)(=[O:41])[CH3:40]. (4) The reactants are [Cl:1][C:2]1[C:7]([C:8]([F:11])([F:10])[F:9])=[CH:6][C:5]([NH:12][C:13]2[N:17]=[C:16]([N:18](CC3C=CC(OC)=CC=3)CC3C=CC(OC)=CC=3)[N:15](CC3C=CC(OC)=CC=3)[N:14]=2)=[CH:4][CH:3]=1.C(O)(C(F)(F)F)=O. No catalyst specified. The product is [Cl:1][C:2]1[CH:3]=[CH:4][C:5]([NH:12][C:13]2[N:17]=[C:16]([NH2:18])[NH:15][N:14]=2)=[CH:6][C:7]=1[C:8]([F:9])([F:10])[F:11]. The yield is 0.260. (5) The reactants are [Cl:1][C:2]1[N:7]=[C:6](Cl)[C:5]([N+:9]([O-:11])=[O:10])=[CH:4][N:3]=1.CCN(C(C)C)C(C)C.[NH2:21][C:22]1[CH:23]=[C:24]([NH:28][C:29](=[O:32])[CH:30]=[CH2:31])[CH:25]=[CH:26][CH:27]=1. The catalyst is C1COCC1. The product is [Cl:1][C:2]1[N:7]=[C:6]([NH:21][C:22]2[CH:23]=[C:24]([NH:28][C:29](=[O:32])[CH:30]=[CH2:31])[CH:25]=[CH:26][CH:27]=2)[C:5]([N+:9]([O-:11])=[O:10])=[CH:4][N:3]=1. The yield is 0.760.